Task: Predict the reactants needed to synthesize the given product.. Dataset: Full USPTO retrosynthesis dataset with 1.9M reactions from patents (1976-2016) (1) The reactants are: [Cl:1][C:2]1[CH:3]=[C:4]([CH:20]=[CH:21][C:22]=1[Cl:23])[O:5][C:6]1[C:7](=[O:19])[NH:8][C:9](/[CH:16]=[N:17]/O)=[N:10][C:11]=1[C:12]([F:15])([F:14])[F:13].C(OC(=O)C)(=O)C.C([O-])(=O)C.[Na+].C(=O)([O-])[O-].[K+].[K+]. Given the product [Cl:1][C:2]1[CH:3]=[C:4]([CH:20]=[CH:21][C:22]=1[Cl:23])[O:5][C:6]1[C:7](=[O:19])[NH:8][C:9]([C:16]#[N:17])=[N:10][C:11]=1[C:12]([F:15])([F:13])[F:14], predict the reactants needed to synthesize it. (2) Given the product [CH3:1][O:2][C:3]1[CH:9]=[CH:8][CH:7]=[C:6]([NH2:10])[C:4]=1[NH2:5], predict the reactants needed to synthesize it. The reactants are: [CH3:1][O:2][C:3]1[CH:9]=[CH:8][CH:7]=[C:6]([N+:10]([O-])=O)[C:4]=1[NH2:5].CCO. (3) The reactants are: [CH3:1][C:2]1[NH:7][C:6](=[O:8])[C:5]([CH2:9][N:10]2C(=O)C3C(=CC=CC=3)C2=O)=[N:4][N:3]=1.NN. Given the product [NH2:10][CH2:9][C:5]1[C:6](=[O:8])[NH:7][C:2]([CH3:1])=[N:3][N:4]=1, predict the reactants needed to synthesize it. (4) Given the product [F:33][C:30]1[CH:29]=[CH:28][C:27]([C:24]2[O:23][C:22]([C:9](=[O:8])[CH2:10][CH2:11][CH2:12][CH2:13][CH2:14][CH2:15][C:16]3[CH:17]=[CH:18][CH:19]=[CH:20][CH:21]=3)=[N:26][CH:25]=2)=[CH:32][CH:31]=1, predict the reactants needed to synthesize it. The reactants are: [Si]([O:8][CH:9]([C:22]1[O:23][C:24]([C:27]2[CH:32]=[CH:31][C:30]([F:33])=[CH:29][CH:28]=2)=[CH:25][N:26]=1)[CH2:10][CH2:11][CH2:12][CH2:13][CH2:14][CH2:15][C:16]1[CH:21]=[CH:20][CH:19]=[CH:18][CH:17]=1)(C(C)(C)C)(C)C.[Si](OC(C1OC([Sn](CCCC)(CCCC)CCCC)=CN=1)CCCCCCC1C=CC=CC=1)(C(C)(C)C)(C)C.FC1C=CC(I)=CC=1. (5) Given the product [CH2:2]([S:39]([C:15]1[S:16][CH:17]=[CH:18][C:19]=1[C:20]1[N:32]([CH3:33])[C:23]2=[N:24][CH:25]=[C:26]([C:28]([F:31])([F:29])[F:30])[CH:27]=[C:22]2[N:21]=1)(=[O:43])=[O:41])[CH3:11], predict the reactants needed to synthesize it. The reactants are: Cl[C:2]1C=C(C=C[CH:11]=1)C(OO)=O.C(S[C:15]1[S:16][CH:17]=[CH:18][C:19]=1[C:20]1[N:32]([CH3:33])[C:23]2=[N:24][CH:25]=[C:26]([C:28]([F:31])([F:30])[F:29])[CH:27]=[C:22]2[N:21]=1)C.C(=O)(O)[O-].[Na+].[S:39]([O-:43])([O-])(=[O:41])=S.[Na+].[Na+]. (6) Given the product [OH:2][C:3]1[CH:4]=[C:5]2[C:10](=[CH:11][CH:12]=1)[C:9]([O:13][C:24]1[CH:31]=[CH:30][C:27]([CH:28]=[O:29])=[C:26]([C:32]([F:35])([F:34])[F:33])[CH:25]=1)=[C:8]([C:14]1[CH:19]=[CH:18][CH:17]=[CH:16][CH:15]=1)[C:7]([CH3:20])=[CH:6]2, predict the reactants needed to synthesize it. The reactants are: C[O:2][C:3]1[CH:4]=[C:5]2[C:10](=[CH:11][CH:12]=1)[C:9]([OH:13])=[C:8]([C:14]1[CH:19]=[CH:18][CH:17]=[CH:16][CH:15]=1)[C:7]([CH3:20])=[CH:6]2.[H-].[Na+].F[C:24]1[CH:31]=[CH:30][C:27]([CH:28]=[O:29])=[C:26]([C:32]([F:35])([F:34])[F:33])[CH:25]=1. (7) Given the product [CH3:29][C:21]1[CH:20]=[C:19]([O:1][CH2:2][CH:3]2[CH2:4][CH2:5][NH:6][CH2:7][CH2:8]2)[C:28]2[C:23](=[CH:24][CH:25]=[CH:26][CH:27]=2)[N:22]=1.[CH3:29][C:21]1[CH:20]=[C:19]([O:1][CH2:2][CH:3]2[CH2:8][CH2:7][N:6]([C:9]([O:11][C:12]([CH3:15])([CH3:14])[CH3:13])=[O:10])[CH2:5][CH2:4]2)[C:28]2[C:23](=[CH:24][CH:25]=[CH:26][CH:27]=2)[N:22]=1, predict the reactants needed to synthesize it. The reactants are: [OH:1][CH2:2][CH:3]1[CH2:8][CH2:7][N:6]([C:9]([O:11][C:12]([CH3:15])([CH3:14])[CH3:13])=[O:10])[CH2:5][CH2:4]1.[H-].[Na+].Cl[C:19]1[C:28]2[C:23](=[CH:24][CH:25]=[CH:26][CH:27]=2)[N:22]=[C:21]([CH3:29])[CH:20]=1.[F-].[K+]. (8) Given the product [N:1]1([C:2]2[C:3]([CH2:8][C:9]([O:11][CH2:12][CH3:13])=[O:10])=[N:4][CH:5]=[CH:6][CH:7]=2)[CH:14]=[N:23][N:22]=[N:21]1, predict the reactants needed to synthesize it. The reactants are: [NH2:1][C:2]1[C:3]([CH2:8][C:9]([O:11][CH2:12][CH3:13])=[O:10])=[N:4][CH:5]=[CH:6][CH:7]=1.[CH:14](OC)(OC)OC.[N-:21]=[N+:22]=[N-:23].[Na+]. (9) Given the product [C:14]1([N:17]2[C:18]3[CH:19]=[CH:20][CH:21]=[CH:22][C:23]=3[N:24]=[C:6]2[C:5]2[CH:9]=[CH:10][C:2]([I:1])=[CH:3][CH:4]=2)[CH:13]=[CH:12][CH:11]=[CH:16][CH:15]=1, predict the reactants needed to synthesize it. The reactants are: [I:1][C:2]1[CH:10]=[CH:9][C:5]([C:6](Cl)=O)=[CH:4][CH:3]=1.[CH:11]1[CH:16]=[CH:15][C:14]([NH:17][C:18]2[C:23]([NH2:24])=[CH:22][CH:21]=[CH:20][CH:19]=2)=[CH:13][CH:12]=1.N.